This data is from Forward reaction prediction with 1.9M reactions from USPTO patents (1976-2016). The task is: Predict the product of the given reaction. (1) Given the reactants [Cl:1][C:2]1[CH:7]=[CH:6][C:5]([S:8]([C:11]2[C:19]3[C:14](=[CH:15][CH:16]=[C:17](C)[CH:18]=3)[N:13]([CH2:21][C:22]([O:24][CH2:25][CH3:26])=[O:23])[C:12]=2[CH3:27])(=[O:10])=[O:9])=[CH:4][CH:3]=1.[Cl:28]C1C=CC(S(C2C3C(=CC=C(C)C=3)NC=2C)(=O)=O)=CC=1, predict the reaction product. The product is: [Cl:28][C:18]1[CH:17]=[CH:16][CH:15]=[C:14]2[C:19]=1[C:11]([S:8]([C:5]1[CH:6]=[CH:7][C:2]([Cl:1])=[CH:3][CH:4]=1)(=[O:9])=[O:10])=[C:12]([CH3:27])[N:13]2[CH2:21][C:22]([O:24][CH2:25][CH3:26])=[O:23]. (2) Given the reactants [N+:1]([C:4]1[C:5]([NH:13][C@H:14]2[CH2:19][CH2:18][C@H:17]([OH:20])[CH2:16][CH2:15]2)=[C:6]2[S:12][CH:11]=[CH:10][C:7]2=[N:8][CH:9]=1)([O-])=O, predict the reaction product. The product is: [NH2:1][C:4]1[C:5]([NH:13][C@H:14]2[CH2:19][CH2:18][C@H:17]([OH:20])[CH2:16][CH2:15]2)=[C:6]2[S:12][CH:11]=[CH:10][C:7]2=[N:8][CH:9]=1. (3) Given the reactants [OH-].[Na+].[Cl:3][C:4]1[C:9]([F:10])=[CH:8][CH:7]=[CH:6][C:5]=1[C:11]1[CH:16]=[CH:15][C:14]([C:17]([O:19]C)=[O:18])=[CH:13][C:12]=1[CH2:21][O:22][CH3:23], predict the reaction product. The product is: [Cl:3][C:4]1[C:9]([F:10])=[CH:8][CH:7]=[CH:6][C:5]=1[C:11]1[CH:16]=[CH:15][C:14]([C:17]([OH:19])=[O:18])=[CH:13][C:12]=1[CH2:21][O:22][CH3:23]. (4) Given the reactants C[O:2][C:3]1[C:8]2[N:9]=[CH:10][S:11][C:7]=2[CH:6]=[C:5]([C:12]([O:14][CH3:15])=[O:13])[CH:4]=1.B(Br)(Br)Br, predict the reaction product. The product is: [OH:2][C:3]1[C:8]2[N:9]=[CH:10][S:11][C:7]=2[CH:6]=[C:5]([C:12]([O:14][CH3:15])=[O:13])[CH:4]=1. (5) Given the reactants [NH2:1][CH2:2][CH2:3][CH2:4][C@@H:5]([CH2:9][C:10]1[N:11]=[CH:12][N:13]2[C:22]3[C:17](=[CH:18][CH:19]=[CH:20][CH:21]=3)[CH2:16][CH2:15][C:14]=12)[C:6]([OH:8])=[O:7].[C:23](=O)([O:34][CH2:35][C:36]1[O:37][C:38](=[O:44])[O:39][C:40]=1[CH2:41][CH2:42][CH3:43])[O:24]C1C=CC([N+]([O-])=O)=CC=1.O.C(OCC)C, predict the reaction product. The product is: [CH:12]1[N:13]2[C:22]3[C:17]([CH2:16][CH2:15][C:14]2=[C:10]([CH2:9][C@H:5]([CH2:4][CH2:3][CH2:2][NH:1][C:23]([O:34][CH2:35][C:36]2[O:37][C:38](=[O:44])[O:39][C:40]=2[CH2:41][CH2:42][CH3:43])=[O:24])[C:6]([OH:8])=[O:7])[N:11]=1)=[CH:18][CH:19]=[CH:20][CH:21]=3. (6) The product is: [CH:25]1([CH2:28][NH:29][C:30]([C:31]2[CH:32]=[CH:33][C:34]([CH3:37])=[C:35]([C:2]3[CH:24]=[CH:23][C:5]([C:6]([NH:8][C:9]4[CH:14]=[CH:13][CH:12]=[CH:11][C:10]=4[CH2:15][N:16]4[CH2:21][CH2:20][N:19]([CH3:22])[CH2:18][CH2:17]4)=[O:7])=[CH:4][N:3]=3)[CH:36]=2)=[O:47])[CH2:27][CH2:26]1. Given the reactants Cl[C:2]1[CH:24]=[CH:23][C:5]([C:6]([NH:8][C:9]2[CH:14]=[CH:13][CH:12]=[CH:11][C:10]=2[CH2:15][N:16]2[CH2:21][CH2:20][N:19]([CH3:22])[CH2:18][CH2:17]2)=[O:7])=[CH:4][N:3]=1.[CH:25]1([CH2:28][NH:29][C:30](=[O:47])[C:31]2[CH:36]=[CH:35][C:34]([CH3:37])=[C:33](B3OC(C)(C)C(C)(C)O3)[CH:32]=2)[CH2:27][CH2:26]1, predict the reaction product. (7) Given the reactants [Br:1][C:2]1[CH:3]=[C:4]2[C:9](=[CH:10][CH:11]=1)[C:8](=[O:12])[NH:7][C:6](=[O:13])[C:5]2=[CH:14]OC.Cl.[NH2:18][CH2:19][C:20]1[CH:21]=[C:22]([OH:29])[C:23]([O:27][CH3:28])=[C:24]([OH:26])[CH:25]=1.CCN(CC)CC.O, predict the reaction product. The product is: [Br:1][C:2]1[CH:3]=[C:4]2[C:9](=[CH:10][CH:11]=1)[C:8](=[O:12])[NH:7][C:6](=[O:13])/[C:5]/2=[CH:14]\[NH:18][CH2:19][C:20]1[CH:25]=[C:24]([OH:26])[C:23]([O:27][CH3:28])=[C:22]([OH:29])[CH:21]=1.